From a dataset of Reaction yield outcomes from USPTO patents with 853,638 reactions. Predict the reaction yield, written as a fraction of the theoretical maximum amount of product (1.0 means a 100% yield; for example, 0.34 means a 34% yield). (1) The reactants are Cl[S:2]([C:5]1[CH:6]=[C:7]([CH2:11][C:12]([O:14][CH3:15])=[O:13])[CH:8]=[CH:9][CH:10]=1)(=[O:4])=[O:3].[CH2:16]([NH2:18])[CH3:17]. The catalyst is C1COCC1.C(OCC)(=O)C. The product is [CH3:15][O:14][C:12](=[O:13])[CH2:11][C:7]1[CH:8]=[CH:9][CH:10]=[C:5]([S:2](=[O:4])(=[O:3])[NH:18][CH2:16][CH3:17])[CH:6]=1. The yield is 0.930. (2) The reactants are [CH3:1][O:2][C:3]1[CH:23]=[CH:22][C:6]([CH2:7][O:8][C:9]2[CH:14]=[CH:13][N:12]=[C:11]([N:15]3[CH2:20][CH2:19][N:18]([CH3:21])[CH2:17][CH2:16]3)[N:10]=2)=[CH:5][CH:4]=1.[I:24]N1C(=O)CCC1=O.C(O)(C(F)(F)F)=O.C([O-])([O-])=O.[Na+].[Na+]. The catalyst is C(#N)C. The product is [I:24][C:14]1[C:9]([O:8][CH2:7][C:6]2[CH:5]=[CH:4][C:3]([O:2][CH3:1])=[CH:23][CH:22]=2)=[N:10][C:11]([N:15]2[CH2:16][CH2:17][N:18]([CH3:21])[CH2:19][CH2:20]2)=[N:12][CH:13]=1. The yield is 0.850. (3) The reactants are [CH:1]1([C:4]2[N:8]([CH2:9][C:10]3[C:15]([F:16])=[CH:14][C:13]([O:17][CH2:18][CH3:19])=[CH:12][C:11]=3[F:20])[N:7]=[C:6]([C:21]3[N:26]=[C:25]([NH:27][C:28]4[CH:33]=[CH:32][N:31]=[CH:30][CH:29]=4)[C:24]([O:34][CH2:35][CH2:36][CH2:37][S:38]([CH3:40])=[O:39])=[CH:23][N:22]=3)[C:5]=2[CH3:41])[CH2:3][CH2:2]1.[F:42][C:43]([F:48])([F:47])[C:44]([NH2:46])=[O:45].C(O)(=O)C.C(O)(=O)C.IC1C=CC=CC=1.[O-2].[Mg+2]. The catalyst is ClCCl. The product is [CH:1]1([C:4]2[N:8]([CH2:9][C:10]3[C:11]([F:20])=[CH:12][C:13]([O:17][CH2:18][CH3:19])=[CH:14][C:15]=3[F:16])[N:7]=[C:6]([C:21]3[N:26]=[C:25]([NH:27][C:28]4[CH:33]=[CH:32][N:31]=[CH:30][CH:29]=4)[C:24]([O:34][CH2:35][CH2:36][CH2:37][S:38]([CH3:40])(=[O:39])=[N:46][C:44](=[O:45])[C:43]([F:48])([F:47])[F:42])=[CH:23][N:22]=3)[C:5]=2[CH3:41])[CH2:3][CH2:2]1. The yield is 0.910. (4) The reactants are C(OC([NH:8][C:9]1[CH:18]=[CH:17][C:16]2[C:11](=[CH:12][CH:13]=[CH:14][CH:15]=2)[C:10]=1[C:19]([OH:21])=[O:20])=O)(C)(C)C. The catalyst is C(O)(=O)C. The product is [NH2:8][C:9]1[CH:18]=[CH:17][C:16]2[CH2:15][CH2:14][CH2:13][CH2:12][C:11]=2[C:10]=1[C:19]([OH:21])=[O:20]. The yield is 0.860. (5) The reactants are C([O:4][C:5]1[CH:10]=[CH:9][C:8]([N+:11]([O-:13])=[O:12])=[CH:7][C:6]=1[F:14])C=C.C(N(CC)[C:18]1[CH:23]=CC=C[CH:19]=1)C. No catalyst specified. The product is [CH2:23]([C:10]1[CH:9]=[C:8]([N+:11]([O-:13])=[O:12])[CH:7]=[C:6]([F:14])[C:5]=1[OH:4])[CH:18]=[CH2:19]. The yield is 0.600. (6) The reactants are C[Si](C)(C)[N:3]1[CH:6]([C:7]2[CH:12]=[CH:11][CH:10]=[CH:9][CH:8]=2)[CH:5]([O:13][Si:14]([CH3:17])([CH3:16])[CH3:15])[C:4]1=[O:18].C(N(CC)CC)C.CO. No catalyst specified. The product is [CH3:15][Si:14]([CH3:17])([CH3:16])[O:13][C@H:5]1[C@@H:6]([C:7]2[CH:12]=[CH:11][CH:10]=[CH:9][CH:8]=2)[NH:3][C:4]1=[O:18]. The yield is 0.870. (7) The reactants are [F:1][C:2]([F:27])([F:26])[O:3][C:4]1[CH:9]=[CH:8][C:7]([N:10]2[CH:14]=[N:13][C:12]([C:15]3[CH:20]=[CH:19][C:18](/[CH:21]=[CH:22]/[C:23]([OH:25])=O)=[CH:17][CH:16]=3)=[N:11]2)=[CH:6][CH:5]=1.P([N:44]=[N+:45]=[N-:46])(=O)(OC1C=CC=CC=1)OC1C=CC=CC=1.C(N(CC)CC)C. The catalyst is C(O)(C)C. The product is [F:27][C:2]([F:1])([F:26])[O:3][C:4]1[CH:9]=[CH:8][C:7]([N:10]2[CH:14]=[N:13][C:12]([C:15]3[CH:20]=[CH:19][C:18](/[CH:21]=[CH:22]/[C:23]([N:44]=[N+:45]=[N-:46])=[O:25])=[CH:17][CH:16]=3)=[N:11]2)=[CH:6][CH:5]=1. The yield is 0.780.